Dataset: Catalyst prediction with 721,799 reactions and 888 catalyst types from USPTO. Task: Predict which catalyst facilitates the given reaction. Reactant: [CH:1]1([C:4]2[N:5]=[CH:6][C:7]([O:10][C@H:11]3[CH2:15][N:14](C(OC(C)(C)C)=O)[C@H:13]([CH2:23][NH:24][CH2:25][C:26]([O:28][CH3:29])=[O:27])[CH2:12]3)=[N:8][CH:9]=2)[CH2:3][CH2:2]1.[ClH:30]. Product: [ClH:30].[CH:1]1([C:4]2[N:5]=[CH:6][C:7]([O:10][C@H:11]3[CH2:15][NH:14][C@H:13]([CH2:23][NH:24][CH2:25][C:26]([O:28][CH3:29])=[O:27])[CH2:12]3)=[N:8][CH:9]=2)[CH2:2][CH2:3]1. The catalyst class is: 269.